From a dataset of Catalyst prediction with 721,799 reactions and 888 catalyst types from USPTO. Predict which catalyst facilitates the given reaction. (1) Reactant: [F:1][C:2]([F:11])([F:10])[CH2:3][CH2:4][CH:5]([C:8]#[N:9])[C:6]#[N:7].[Br:12][CH2:13]Br.C(=O)([O-])[O-].[K+].[K+].CS(C)=O. Product: [Br:12][CH2:13][C:5]([CH2:4][CH2:3][C:2]([F:10])([F:11])[F:1])([C:8]#[N:9])[C:6]#[N:7]. The catalyst class is: 6. (2) Reactant: [C:1]([C:6]1[CH:13]=[CH:12][C:9]([C:10]#[N:11])=[CH:8][CH:7]=1)(=[O:5])[CH:2]([CH3:4])[CH3:3].[Br:14]Br. Product: [Br:14][C:2]([CH3:4])([CH3:3])[C:1]([C:6]1[CH:7]=[CH:8][C:9]([C:10]#[N:11])=[CH:12][CH:13]=1)=[O:5]. The catalyst class is: 15. (3) Reactant: [C:1]([C:5](O)=O)([CH3:4])([CH3:3])C.[NH2:8][C:9]1[CH:10]=[N:11][C:12]2[C:17]([C:18]=1[NH:19][NH2:20])=[CH:16][CH:15]=[CH:14][CH:13]=2.C(N(CC)CC)C.[CH2:28]([O:30][CH2:31][C:32](Cl)=O)[CH3:29].CC[O:37][CH2:38]C.CC[OH:42]. Product: [CH2:31]([O:30][CH2:28][C:29]1[N:19]([NH:20][C:38](=[O:37])[O:42][C:1]([CH3:3])([CH3:4])[CH3:5])[C:18]2[C:17]3[CH:16]=[CH:15][CH:14]=[CH:13][C:12]=3[N:11]=[CH:10][C:9]=2[N:8]=1)[CH3:32]. The catalyst class is: 2. (4) Reactant: [Cl:1][C:2]1[CH:7]=[CH:6][C:5]([CH2:8][C:9]([OH:11])=[O:10])=[CH:4][C:3]=1F.[CH2:13]([OH:20])[C:14]1[CH:19]=[CH:18][CH:17]=[CH:16][CH:15]=1.[H-].[Na+]. Product: [CH2:13]([O:20][C:3]1[CH:4]=[C:5]([CH2:8][C:9]([OH:11])=[O:10])[CH:6]=[CH:7][C:2]=1[Cl:1])[C:14]1[CH:19]=[CH:18][CH:17]=[CH:16][CH:15]=1. The catalyst class is: 37. (5) Reactant: [S:1]1[CH:5]=[CH:4][C:3]([C:6](Cl)=[O:7])=[CH:2]1.[CH2:9]([NH:11][CH2:12][CH3:13])[CH3:10]. The catalyst class is: 2. Product: [CH2:9]([N:11]([CH2:12][CH3:13])[C:6]([C:3]1[CH:4]=[CH:5][S:1][CH:2]=1)=[O:7])[CH3:10]. (6) Reactant: [Br:1][C:2]1[CH:3]=[CH:4][C:5]([CH:8]=[O:9])=[N:6][CH:7]=1.[F:10][C:11]([Si](C)(C)C)([F:13])[F:12].CCCC[N+](CCCC)(CCCC)CCCC.[F-]. Product: [Br:1][C:2]1[CH:3]=[CH:4][C:5]([CH:8]([OH:9])[C:11]([F:13])([F:12])[F:10])=[N:6][CH:7]=1. The catalyst class is: 1. (7) Reactant: C([NH:8][CH2:9][C:10]([NH:12][CH2:13][C:14]1[S:15][C:16]([C:30]([CH3:33])([CH3:32])[CH3:31])=[CH:17][C:18]=1[NH:19][C:20]([NH:22][C:23]1[CH:28]=[CH:27][C:26]([CH3:29])=[CH:25][CH:24]=1)=[O:21])=[O:11])(OC(C)(C)C)=O.FC(F)(F)C(O)=O. Product: [NH2:8][CH2:9][C:10]([NH:12][CH2:13][C:14]1[S:15][C:16]([C:30]([CH3:33])([CH3:32])[CH3:31])=[CH:17][C:18]=1[NH:19][C:20]([NH:22][C:23]1[CH:24]=[CH:25][C:26]([CH3:29])=[CH:27][CH:28]=1)=[O:21])=[O:11]. The catalyst class is: 2.